From a dataset of Full USPTO retrosynthesis dataset with 1.9M reactions from patents (1976-2016). Predict the reactants needed to synthesize the given product. (1) Given the product [Br:9][C:5]1[CH:6]=[C:7]2[N:8]=[C:10]([CH3:11])[NH:1][C:2]2=[N:3][CH:4]=1, predict the reactants needed to synthesize it. The reactants are: [NH2:1][C:2]1[C:7]([NH2:8])=[CH:6][C:5]([Br:9])=[CH:4][N:3]=1.[C:10](O)(=O)[CH3:11].C(OC(=O)C)(=O)C. (2) The reactants are: [Br:1][C:2]1[CH:7]=[CH:6][C:5](/[CH:8]=[C:9](\[NH:14][C:15]([O:17][C:18]([CH3:21])([CH3:20])[CH3:19])=[O:16])/[C:10]([O:12][CH3:13])=[O:11])=[CH:4][C:3]=1[F:22]. Given the product [Br:1][C:2]1[CH:7]=[CH:6][C:5]([CH2:8][C@@H:9]([C:10]([O:12][CH3:13])=[O:11])[NH:14][C:15]([O:17][C:18]([CH3:21])([CH3:20])[CH3:19])=[O:16])=[CH:4][C:3]=1[F:22], predict the reactants needed to synthesize it.